Dataset: Forward reaction prediction with 1.9M reactions from USPTO patents (1976-2016). Task: Predict the product of the given reaction. (1) Given the reactants [F:1][C:2]1[CH:10]=[CH:9][C:5]([C:6](Cl)=[O:7])=[CH:4][CH:3]=1.Cl.[F:12][C:13]([F:37])([F:36])[C:14]1[CH:15]=[C:16]([CH:29]=[C:30](C(F)(F)F)[CH:31]=1)[CH2:17][O:18][CH2:19][CH:20]([C:23]1[CH:28]=[CH:27][CH:26]=[CH:25][CH:24]=1)[CH2:21][NH2:22].C(N(CC)CC)C, predict the reaction product. The product is: [F:36][C:13]([F:37])([F:12])[C:14]1[CH:15]=[C:16]([CH:29]=[CH:30][C:31]=1[C:13]([F:37])([F:36])[F:12])[CH2:17][O:18][CH2:19][CH:20]([C:23]1[CH:24]=[CH:25][CH:26]=[CH:27][CH:28]=1)[CH2:21][NH:22][C:6](=[O:7])[C:5]1[CH:9]=[CH:10][C:2]([F:1])=[CH:3][CH:4]=1. (2) Given the reactants [CH2:1]1[CH2:6][C@H:5]([C:7]([OH:9])=[O:8])[CH2:4][CH2:3][C@H:2]1[CH2:10][NH2:11].[CH:12]1([C:18]([O:20][CH:21]([O:25][C:26](ON2C(=O)CCC2=O)=[O:27])[CH:22]([CH3:24])[CH3:23])=[O:19])[CH2:17][CH2:16][CH2:15][CH2:14][CH2:13]1, predict the reaction product. The product is: [CH:12]1([C:18]([O:20][CH:21]([O:25][C:26]([NH:11][CH2:10][C@H:2]2[CH2:3][CH2:4][C@H:5]([C:7]([OH:9])=[O:8])[CH2:6][CH2:1]2)=[O:27])[CH:22]([CH3:23])[CH3:24])=[O:19])[CH2:13][CH2:14][CH2:15][CH2:16][CH2:17]1. (3) Given the reactants Br[C:2]1[CH:7]=[CH:6][CH:5]=[CH:4][C:3]=1[F:8].C([Li])CCC.[F:14][CH:15]([F:21])[C:16](OCC)=[O:17].[NH4+].[Cl-], predict the reaction product. The product is: [F:14][CH:15]([F:21])[C:16]([C:2]1[CH:7]=[CH:6][CH:5]=[CH:4][C:3]=1[F:8])=[O:17]. (4) The product is: [NH2:10][C:8]1[S:9][C:5]([C:2]([OH:1])([CH3:3])[CH3:4])=[C:6]([C:18]([F:21])([F:19])[F:20])[N:7]=1. Given the reactants [OH:1][C:2]([C:5]1[S:9][C:8]([NH:10]C(=O)OC(C)(C)C)=[N:7][C:6]=1[C:18]([F:21])([F:20])[F:19])([CH3:4])[CH3:3].C(O)(C(F)(F)F)=O.C(=O)(O)[O-].[Na+], predict the reaction product. (5) Given the reactants [C:1]([O:5][C:6]([N:8]([CH2:28][C:29]([OH:31])=O)[C@@H:9]1[CH2:11][C@H:10]1[C:12]1[CH:17]=[CH:16][C:15]([O:18][CH2:19][C:20]2[CH:25]=[CH:24][C:23]([C:26]#[N:27])=[CH:22][CH:21]=2)=[CH:14][CH:13]=1)=[O:7])([CH3:4])([CH3:3])[CH3:2].[NH3:32], predict the reaction product. The product is: [NH2:32][C:29](=[O:31])[CH2:28][N:8]([C@@H:9]1[CH2:11][C@H:10]1[C:12]1[CH:17]=[CH:16][C:15]([O:18][CH2:19][C:20]2[CH:25]=[CH:24][C:23]([C:26]#[N:27])=[CH:22][CH:21]=2)=[CH:14][CH:13]=1)[C:6](=[O:7])[O:5][C:1]([CH3:4])([CH3:2])[CH3:3]. (6) Given the reactants [Cl:1][C:2]1[CH:3]=[C:4]([N:8]([CH2:38][CH2:39][CH2:40][NH:41][C:42]([O:44][CH3:45])=[O:43])[C:9]2[CH:10]=[C:11]([CH:35]=[CH:36][CH:37]=2)[C:12]([NH:14][C@@H:15]([CH2:28][CH:29]2[CH2:34][CH2:33][CH2:32][CH2:31][CH2:30]2)[CH2:16][N:17](C)[C:18](=O)OCC[Si](C)(C)C)=[O:13])[CH:5]=[CH:6][CH:7]=1.[F:46][C:47]([F:52])([F:51])[C:48]([OH:50])=[O:49], predict the reaction product. The product is: [C:48]([OH:50])([C:47]([F:52])([F:51])[F:46])=[O:49].[Cl:1][C:2]1[CH:3]=[C:4]([N:8]([C:9]2[CH:37]=[CH:36][CH:35]=[C:11]([C:12](=[O:13])[NH:14][C@H:15]([CH2:16][NH:17][CH3:18])[CH2:28][CH:29]3[CH2:30][CH2:31][CH2:32][CH2:33][CH2:34]3)[CH:10]=2)[CH2:38][CH2:39][CH2:40][NH:41][C:42](=[O:43])[O:44][CH3:45])[CH:5]=[CH:6][CH:7]=1. (7) Given the reactants FC(F)(F)C(O)=O.[CH:8]1([NH:11][C:12]([NH:14][C:15]2[CH:20]=[CH:19][C:18]([C:21]3[N:22]=[C:23]([N:31]4[CH2:36][CH2:35][O:34][CH2:33][C@@H:32]4[CH3:37])[C:24]4[CH2:30][CH2:29][NH:28][CH2:27][C:25]=4[N:26]=3)=[CH:17][CH:16]=2)=[O:13])[CH2:10][CH2:9]1.CCN(C(C)C)C(C)C.[CH:47]1([C:50](Cl)=[O:51])[CH2:49][CH2:48]1, predict the reaction product. The product is: [CH:47]1([C:50]([N:28]2[CH2:29][CH2:30][C:24]3[C:23]([N:31]4[CH2:36][CH2:35][O:34][CH2:33][C@@H:32]4[CH3:37])=[N:22][C:21]([C:18]4[CH:17]=[CH:16][C:15]([NH:14][C:12]([NH:11][CH:8]5[CH2:9][CH2:10]5)=[O:13])=[CH:20][CH:19]=4)=[N:26][C:25]=3[CH2:27]2)=[O:51])[CH2:49][CH2:48]1.